Task: Predict the reaction yield, written as a fraction of the theoretical maximum amount of product (1.0 means a 100% yield; for example, 0.34 means a 34% yield).. Dataset: Reaction yield outcomes from USPTO patents with 853,638 reactions The reactants are CC(C)(C)C([O:5][C:6]1[CH:11]=[C:10]([NH:12]C(=O)C(F)(F)F)[C:9]([N+:19]([O-:21])=[O:20])=[CH:8][C:7]=1[O:22][CH3:23])=O.O.C(=O)([O-])[O-].[K+].[K+]. The catalyst is CO. The product is [NH2:12][C:10]1[C:9]([N+:19]([O-:21])=[O:20])=[CH:8][C:7]([O:22][CH3:23])=[C:6]([OH:5])[CH:11]=1. The yield is 0.860.